Task: Predict which catalyst facilitates the given reaction.. Dataset: Catalyst prediction with 721,799 reactions and 888 catalyst types from USPTO (1) Reactant: [C:1]([O:7][CH2:8][C:9]([F:15])([F:14])[S:10]([O-:13])(=[O:12])=[O:11])(=[O:6])[CH2:2][CH2:3][CH2:4][CH3:5].[Na+].[Cl-].[C:18]1([S+:24]([C:31]2[CH:36]=[CH:35][CH:34]=[CH:33][CH:32]=2)[C:25]2[CH:30]=[CH:29][CH:28]=[CH:27][CH:26]=2)[CH:23]=[CH:22][CH:21]=[CH:20][CH:19]=1. Product: [F:15][C:9]([F:14])([S:10]([O-:13])(=[O:12])=[O:11])[CH2:8][O:7][C:1](=[O:6])[CH2:2][CH2:3][CH2:4][CH3:5].[C:31]1([S+:24]([C:18]2[CH:19]=[CH:20][CH:21]=[CH:22][CH:23]=2)[C:25]2[CH:30]=[CH:29][CH:28]=[CH:27][CH:26]=2)[CH:32]=[CH:33][CH:34]=[CH:35][CH:36]=1. The catalyst class is: 6. (2) Reactant: [CH3:1][O:2][C:3]([C:5]1[C:6]([CH3:11])=[CH:7][CH:8]=[CH:9][CH:10]=1)=[O:4].[Br:12]N1C(=O)CCC1=O. Product: [Br:12][CH2:11][C:6]1[CH:7]=[CH:8][CH:9]=[CH:10][C:5]=1[C:3]([O:2][CH3:1])=[O:4]. The catalyst class is: 452. (3) Reactant: [CH2:1]([O:5][CH2:6][CH2:7][O:8][C:9]1[CH:14]=[CH:13][C:12]([C:15]2[CH:16]=[CH:17][C:18]3[N:24]([CH2:25][CH:26]([CH3:28])[CH3:27])[CH2:23][CH2:22][C:21]([C:29]([NH:31]C4C=CC(S(CC5N(CCCC(OCC)=O)C=CN=5)=O)=CC=4)=[O:30])=[CH:20][C:19]=3[CH:54]=2)=[CH:11][CH:10]=1)[CH2:2][CH2:3][CH3:4].[OH-].[Na+].Cl. Product: [CH2:1]([O:5][CH2:6][CH2:7][O:8][C:9]1[CH:10]=[CH:11][C:12]([C:15]2[CH:16]=[CH:17][C:18]3[N:24]([CH2:25][CH:26]([CH3:28])[CH3:27])[CH2:23][CH2:22][C:21]([C:29]([NH2:31])=[O:30])=[CH:20][C:19]=3[CH:54]=2)=[CH:13][CH:14]=1)[CH2:2][CH2:3][CH3:4]. The catalyst class is: 353.